This data is from Tyrosyl-DNA phosphodiesterase HTS with 341,365 compounds. The task is: Binary Classification. Given a drug SMILES string, predict its activity (active/inactive) in a high-throughput screening assay against a specified biological target. (1) The compound is S(=O)(=O)(Nc1sc(nn1)CC)c1ccc(NC(=O)c2cc(OCCCC)ccc2)cc1. The result is 0 (inactive). (2) The compound is BrC(Cc1c(nc(nc1Cl)C)N)CBr. The result is 0 (inactive).